This data is from Catalyst prediction with 721,799 reactions and 888 catalyst types from USPTO. The task is: Predict which catalyst facilitates the given reaction. (1) Reactant: [OH:1][CH2:2][C:3]1[N:8]=[C:7]([C:9]2[CH:14]=[CH:13][C:12]([C:15]([CH3:24])([CH3:23])[C:16]([NH:18][CH2:19][CH:20]([CH3:22])[CH3:21])=[O:17])=[CH:11][CH:10]=2)[CH:6]=[N:5][CH:4]=1.[OH-].[K+].[CH3:27]I. Product: [CH2:19]([NH:18][C:16](=[O:17])[C:15]([C:12]1[CH:11]=[CH:10][C:9]([C:7]2[CH:6]=[N:5][CH:4]=[C:3]([CH2:2][O:1][CH3:27])[N:8]=2)=[CH:14][CH:13]=1)([CH3:23])[CH3:24])[CH:20]([CH3:21])[CH3:22]. The catalyst class is: 16. (2) Reactant: [OH:1][CH2:2][CH2:3][N:4]1[CH2:9][CH2:8][NH:7][CH2:6][CH2:5]1.Br[C:11]1[N:16]=[C:15]([CH3:17])[N:14]=[C:13]([NH:18][C:19]2[S:20][C:21]([C:24]([O:26][CH3:27])=[O:25])=[CH:22][N:23]=2)[CH:12]=1.CCN(C(C)C)C(C)C. Product: [OH:1][CH2:2][CH2:3][N:4]1[CH2:9][CH2:8][N:7]([C:11]2[N:16]=[C:15]([CH3:17])[N:14]=[C:13]([NH:18][C:19]3[S:20][C:21]([C:24]([O:26][CH3:27])=[O:25])=[CH:22][N:23]=3)[CH:12]=2)[CH2:6][CH2:5]1. The catalyst class is: 51. (3) Reactant: [F:1][C:2]1[CH:10]=[C:9]2[C:5]([C:6]([C:12]3[N:17]=[C:16]4[C:18]([C:21]([NH:23][C:24]([CH3:43])([CH2:34][O:35][Si](C)(C)C(C)(C)C)[CH2:25][O:26][Si](C)(C)C(C)(C)C)=[O:22])=[CH:19][NH:20][C:15]4=[N:14][CH:13]=3)=[N:7][N:8]2[CH3:11])=[CH:4][CH:3]=1. Product: [OH:26][CH2:25][C:24]([NH:23][C:21]([C:18]1[C:16]2=[N:17][C:12]([C:6]3[C:5]4[C:9](=[CH:10][C:2]([F:1])=[CH:3][CH:4]=4)[N:8]([CH3:11])[N:7]=3)=[CH:13][N:14]=[C:15]2[NH:20][CH:19]=1)=[O:22])([CH3:43])[CH2:34][OH:35]. The catalyst class is: 89. (4) Reactant: [F:1][CH2:2][CH2:3][O:4][C:5]1[CH:10]=[CH:9][CH:8]=[CH:7][C:6]=1[C:11]1[CH:12]=[C:13]([CH:17]([NH:23][C:24]([C@@H:26]2[CH2:31][CH2:30][CH2:29][N:28]([C:32](=[O:48])[CH2:33][CH2:34][CH:35]3[CH2:40][CH2:39][N:38]([C:41]([O:43][C:44]([CH3:47])([CH3:46])[CH3:45])=[O:42])[CH2:37][CH2:36]3)[CH2:27]2)=[O:25])[CH2:18][C:19]([O:21]C)=[O:20])[CH:14]=[N:15][CH:16]=1.O.O.O.O.O.O.O.O.[OH-].[Ba+2].[OH-]. Product: [C:44]([O:43][C:41]([N:38]1[CH2:39][CH2:40][CH:35]([CH2:34][CH2:33][C:32]([N:28]2[CH2:29][CH2:30][CH2:31][C@@H:26]([C:24]([NH:23][CH:17]([C:13]3[CH:14]=[N:15][CH:16]=[C:11]([C:6]4[CH:7]=[CH:8][CH:9]=[CH:10][C:5]=4[O:4][CH2:3][CH2:2][F:1])[CH:12]=3)[CH2:18][C:19]([OH:21])=[O:20])=[O:25])[CH2:27]2)=[O:48])[CH2:36][CH2:37]1)=[O:42])([CH3:47])([CH3:46])[CH3:45]. The catalyst class is: 5. (5) Reactant: Br[C:2]1[CH:7]=[CH:6][C:5]([CH:8]2[CH2:13][CH2:12][N:11]([C:14]([O:16][C:17]([CH3:20])([CH3:19])[CH3:18])=[O:15])[CH2:10][CH:9]2[OH:21])=[CH:4][CH:3]=1.C1(P(C2C=CC=CC=2)CCCP(C2C=CC=CC=2)C2C=CC=CC=2)C=CC=CC=1.[C]=O. Product: [OH:21][CH:9]1[CH:8]([C:5]2[CH:6]=[CH:7][C:2]([C:14]([O:16][CH3:17])=[O:15])=[CH:3][CH:4]=2)[CH2:13][CH2:12][N:11]([C:14]([O:16][C:17]([CH3:20])([CH3:19])[CH3:18])=[O:15])[CH2:10]1. The catalyst class is: 66.